This data is from Forward reaction prediction with 1.9M reactions from USPTO patents (1976-2016). The task is: Predict the product of the given reaction. (1) Given the reactants BrCC(C1C=C(C)C([N+]([O-])=O)=CC=1C)=O.C(=S)(N)C.[CH3:20][C:21]1[CH:26]=[C:25]([N+:27]([O-])=O)[C:24]([CH3:30])=[CH:23][C:22]=1[C:31]1[N:32]=[C:33]([CH3:36])[S:34][CH:35]=1, predict the reaction product. The product is: [CH3:30][C:24]1[CH:23]=[C:22]([C:31]2[N:32]=[C:33]([CH3:36])[S:34][CH:35]=2)[C:21]([CH3:20])=[CH:26][C:25]=1[NH2:27]. (2) Given the reactants C(OC(=O)[NH:7][C:8]1[CH:16]=[C:15]2[C:11]([CH:12]=[C:13]([C:17]3[C:18]([O:24][CH3:25])=[N:19][CH:20]=[CH:21][C:22]=3[Cl:23])[NH:14]2)=[CH:10][CH:9]=1)(C)(C)C.FC(F)(F)C(O)=O, predict the reaction product. The product is: [Cl:23][C:22]1[CH:21]=[CH:20][N:19]=[C:18]([O:24][CH3:25])[C:17]=1[C:13]1[NH:14][C:15]2[C:11]([CH:12]=1)=[CH:10][CH:9]=[C:8]([NH2:7])[CH:16]=2. (3) Given the reactants [CH:1]1[CH:6]=[CH:5][C:4]([NH:7][C:8]2[CH:13]=[CH:12][C:11]([NH2:14])=[CH:10][CH:9]=2)=[CH:3][CH:2]=1.[CH3:15][C:16](=O)[CH2:17][CH2:18][CH2:19][CH2:20][CH2:21][CH2:22][CH2:23][CH2:24][CH3:25].[H][H], predict the reaction product. The product is: [CH3:25][CH:24]([NH:14][C:11]1[CH:12]=[CH:13][C:8]([NH:7][C:4]2[CH:3]=[CH:2][CH:1]=[CH:6][CH:5]=2)=[CH:9][CH:10]=1)[CH2:23][CH2:22][CH2:21][CH2:20][CH2:19][CH2:18][CH2:17][CH2:16][CH3:15]. (4) Given the reactants [Cl:1][C:2]1[CH:14]=[C:13]([Cl:15])[C:12]([O:16][C:17]2[N:21]([CH3:22])[N:20]=[C:19]([CH3:23])[C:18]=2[CH:24]=O)=[CH:11][C:3]=1[O:4][C@@H:5]([CH3:10])[C:6]([O:8][CH3:9])=[O:7].[OH2:26].[NH2:27]O, predict the reaction product. The product is: [Cl:1][C:2]1[CH:14]=[C:13]([Cl:15])[C:12]([O:16][C:17]2[N:21]([CH3:22])[N:20]=[C:19]([CH3:23])[C:18]=2/[CH:24]=[N:27]/[OH:26])=[CH:11][C:3]=1[O:4][C@@H:5]([CH3:10])[C:6]([O:8][CH3:9])=[O:7]. (5) Given the reactants [Cl:1][C:2]1[CH:3]=[C:4]([CH:9]=[CH:10][C:11]=1[NH:12][NH2:13])[C:5]([O:7]C)=[O:6].[OH-].[Na+], predict the reaction product. The product is: [Cl:1][C:2]1[CH:3]=[C:4]([CH:9]=[CH:10][C:11]=1[NH:12][NH2:13])[C:5]([OH:7])=[O:6]. (6) Given the reactants Br[C:2]1[CH:19]=[CH:18][C:5]([C:6]([NH:8][C@@H:9]([C:12]2[CH:17]=[CH:16][CH:15]=[CH:14][CH:13]=2)[CH2:10][OH:11])=[O:7])=[CH:4][CH:3]=1.[O:20]1CCO[BH:21]1.[CH:25]1(P(C2CCCCC2)C2CCCCC2)[CH2:30]CCC[CH2:26]1.[C:44]([O-:47])(=O)[CH3:45].[K+].O1CCOC[CH2:50]1, predict the reaction product. The product is: [OH:11][CH2:10][C@@H:9]([NH:8][C:6](=[O:7])[C:5]1[CH:18]=[CH:19][C:2]([B:21]2[O:20][C:25]([CH3:30])([CH3:26])[C:44]([CH3:45])([CH3:50])[O:47]2)=[CH:3][CH:4]=1)[C:12]1[CH:17]=[CH:16][CH:15]=[CH:14][CH:13]=1.